From a dataset of NCI-60 drug combinations with 297,098 pairs across 59 cell lines. Regression. Given two drug SMILES strings and cell line genomic features, predict the synergy score measuring deviation from expected non-interaction effect. (1) Drug 1: C1=NC(=NC(=O)N1C2C(C(C(O2)CO)O)O)N. Drug 2: CC1=C(C(=O)C2=C(C1=O)N3CC4C(C3(C2COC(=O)N)OC)N4)N. Cell line: UACC62. Synergy scores: CSS=57.7, Synergy_ZIP=3.52, Synergy_Bliss=3.59, Synergy_Loewe=5.84, Synergy_HSA=8.88. (2) Drug 1: CC1=C(C=C(C=C1)C(=O)NC2=CC(=CC(=C2)C(F)(F)F)N3C=C(N=C3)C)NC4=NC=CC(=N4)C5=CN=CC=C5. Drug 2: CC(C)CN1C=NC2=C1C3=CC=CC=C3N=C2N. Cell line: NCI-H460. Synergy scores: CSS=1.35, Synergy_ZIP=2.64, Synergy_Bliss=5.57, Synergy_Loewe=1.65, Synergy_HSA=1.91. (3) Drug 1: CN(C(=O)NC(C=O)C(C(C(CO)O)O)O)N=O. Drug 2: C1CN(P(=O)(OC1)NCCCl)CCCl. Cell line: SR. Synergy scores: CSS=46.9, Synergy_ZIP=21.4, Synergy_Bliss=25.5, Synergy_Loewe=-9.24, Synergy_HSA=15.4. (4) Drug 1: CN(C)C1=NC(=NC(=N1)N(C)C)N(C)C. Drug 2: CC1=CC=C(C=C1)C2=CC(=NN2C3=CC=C(C=C3)S(=O)(=O)N)C(F)(F)F. Cell line: COLO 205. Synergy scores: CSS=-15.7, Synergy_ZIP=2.76, Synergy_Bliss=-7.27, Synergy_Loewe=-15.2, Synergy_HSA=-14.2. (5) Drug 1: CC1=C(C=C(C=C1)C(=O)NC2=CC(=CC(=C2)C(F)(F)F)N3C=C(N=C3)C)NC4=NC=CC(=N4)C5=CN=CC=C5. Drug 2: CCC1(CC2CC(C3=C(CCN(C2)C1)C4=CC=CC=C4N3)(C5=C(C=C6C(=C5)C78CCN9C7C(C=CC9)(C(C(C8N6C)(C(=O)OC)O)OC(=O)C)CC)OC)C(=O)OC)O.OS(=O)(=O)O. Cell line: KM12. Synergy scores: CSS=0.383, Synergy_ZIP=0.817, Synergy_Bliss=2.57, Synergy_Loewe=-2.16, Synergy_HSA=-2.80.